Task: Predict the reaction yield, written as a fraction of the theoretical maximum amount of product (1.0 means a 100% yield; for example, 0.34 means a 34% yield).. Dataset: Reaction yield outcomes from USPTO patents with 853,638 reactions The reactants are [C:1]([C:3]1[CH:11]=[CH:10][C:6]([C:7]([OH:9])=O)=[CH:5][CH:4]=1)#[N:2].CN(C(ON1N=NC2C=CC=CC1=2)=[N+](C)C)C.[B-](F)(F)(F)F.C(N(CC)C(C)C)(C)C.[C:43]([O:47][C:48]([N:50]1[CH2:55][CH2:54][CH:53]([CH2:56][NH:57][CH3:58])[CH2:52][CH2:51]1)=[O:49])([CH3:46])([CH3:45])[CH3:44]. The catalyst is C(Cl)Cl.CN(C=O)C. The product is [C:43]([O:47][C:48]([N:50]1[CH2:55][CH2:54][CH:53]([CH2:56][N:57]([C:7](=[O:9])[C:6]2[CH:5]=[CH:4][C:3]([C:1]#[N:2])=[CH:11][CH:10]=2)[CH3:58])[CH2:52][CH2:51]1)=[O:49])([CH3:46])([CH3:45])[CH3:44]. The yield is 0.890.